Dataset: Reaction yield outcomes from USPTO patents with 853,638 reactions. Task: Predict the reaction yield, written as a fraction of the theoretical maximum amount of product (1.0 means a 100% yield; for example, 0.34 means a 34% yield). (1) The reactants are [H-].[Na+].[C:3]([NH:6][CH:7]([C:13]([O:15][CH2:16][CH3:17])=[O:14])[C:8]([O:10][CH2:11][CH3:12])=[O:9])(=[O:5])[CH3:4].Cl[C:19]1[N:28]=[C:27](Cl)[C:26]2[C:21](=[CH:22][CH:23]=[C:24]([Cl:30])[CH:25]=2)[N:20]=1.[CH3:31][N:32]1[CH2:37][CH2:36][NH:35][CH2:34][CH2:33]1.C(N(CC)CC)C. The catalyst is C1COCC1.O. The product is [C:3]([NH:6][C:7]([C:27]1[C:26]2[C:21](=[CH:22][CH:23]=[C:24]([Cl:30])[CH:25]=2)[N:20]=[C:19]([N:35]2[CH2:36][CH2:37][N:32]([CH3:31])[CH2:33][CH2:34]2)[N:28]=1)([C:13]([O:15][CH2:16][CH3:17])=[O:14])[C:8]([O:10][CH2:11][CH3:12])=[O:9])(=[O:5])[CH3:4]. The yield is 0.570. (2) The reactants are [Cl:1][S:2]([OH:5])(=O)=[O:3].[F:6][C:7]1[CH:12]=[CH:11][C:10]([O:13][CH3:14])=[CH:9][CH:8]=1. The catalyst is CCOC(C)=O. The product is [F:6][C:7]1[CH:8]=[CH:9][C:10]([O:13][CH3:14])=[C:11]([S:2]([Cl:1])(=[O:5])=[O:3])[CH:12]=1. The yield is 0.560. (3) The reactants are [F:1][C:2]1[CH:3]=[C:4]([O:9][C:10]2[CH:15]=[CH:14][C:13]([CH2:16][CH2:17][OH:18])=[CH:12][CH:11]=2)[CH:5]=[CH:6][C:7]=1[CH3:8].[N:19]#[C:20][NH2:21].OS(C(F)(F)F)(=O)=O. The catalyst is C1COCC1. The product is [C:20](=[NH:19])([O:18][CH2:17][CH2:16][C:13]1[CH:14]=[CH:15][C:10]([O:9][C:4]2[CH:5]=[CH:6][C:7]([CH3:8])=[C:2]([F:1])[CH:3]=2)=[CH:11][CH:12]=1)[NH2:21]. The yield is 0.258. (4) The reactants are [Cl:1][CH2:2][CH2:3][CH2:4][NH:5][C:6]([C:8]1[CH:9]=[N:10][N:11]2[CH:16]=[CH:15][C:14]([N:17]3[C@@H:21]([C:22]4[C:23]([O:29]C)=[N:24][CH:25]=[C:26]([F:28])[CH:27]=4)[CH2:20][O:19][C:18]3=[O:31])=[N:13][C:12]=12)=[O:7]. The catalyst is Cl.O1CCOCC1. The product is [Cl:1][CH2:2][CH2:3][CH2:4][NH:5][C:6]([C:8]1[CH:9]=[N:10][N:11]2[CH:16]=[CH:15][C:14]([N:17]3[C@@H:21]([C:22]4[C:23](=[O:29])[NH:24][CH:25]=[C:26]([F:28])[CH:27]=4)[CH2:20][O:19][C:18]3=[O:31])=[N:13][C:12]=12)=[O:7]. The yield is 1.00. (5) The reactants are [C:1]([O:5][C:6](=[O:21])[NH:7][CH2:8][CH2:9][CH2:10][CH2:11][C:12]1[CH:17]=[CH:16][C:15]([C:18](=S)[NH2:19])=[CH:14][CH:13]=1)([CH3:4])([CH3:3])[CH3:2].IC.C([O-])(=O)C.[NH4+:28]. The catalyst is C(Cl)Cl. The product is [C:1]([O:5][C:6](=[O:21])[NH:7][CH2:8][CH2:9][CH2:10][CH2:11][C:12]1[CH:17]=[CH:16][C:15]([C:18](=[NH:28])[NH2:19])=[CH:14][CH:13]=1)([CH3:4])([CH3:3])[CH3:2]. The yield is 0.290. (6) The reactants are Cl[CH2:2][C:3]1[CH:8]=[CH:7][N:6]=[C:5]([Cl:9])[CH:4]=1.C(=O)([O-])[O-:11].[K+].[K+]. The catalyst is O. The product is [Cl:9][C:5]1[CH:4]=[C:3]([CH2:2][OH:11])[CH:8]=[CH:7][N:6]=1. The yield is 0.0930. (7) The reactants are C1(P(C2C=CC=CC=2)C2C=CC=CC=2)C=CC=CC=1.N(C(OC(C)C)=O)=NC([O:24][CH:25]([CH3:27])C)=O.O[CH:35]1[CH2:40][CH2:39][CH2:38][N:37]([C:41]([O:43][CH2:44][C:45]2[CH:50]=[CH:49][CH:48]=[CH:47][CH:46]=2)=[O:42])[CH2:36]1.[S:51]1C=CC=C1CC(O)=O. The catalyst is C1COCC1. The product is [C:25]([S:51][CH:35]1[CH2:40][CH2:39][CH2:38][N:37]([C:41]([O:43][CH2:44][C:45]2[CH:50]=[CH:49][CH:48]=[CH:47][CH:46]=2)=[O:42])[CH2:36]1)(=[O:24])[CH3:27]. The yield is 0.320. (8) The reactants are [OH:1][C:2]1[CH:9]=[CH:8][C:5]([CH:6]=[O:7])=[CH:4][C:3]=1[CH3:10].C([O-])([O-])=O.[K+].[K+].Cl[C:18]1[CH:26]=[CH:25][C:21]([C:22]([NH2:24])=[O:23])=[CH:20][N:19]=1.O. The catalyst is CN(C=O)C. The product is [NH4+:19].[OH-:1].[CH:6]([C:5]1[CH:8]=[CH:9][C:2]([O:1][C:18]2[CH:26]=[CH:25][C:21]([C:22]([NH2:24])=[O:23])=[CH:20][N:19]=2)=[C:3]([CH3:10])[CH:4]=1)=[O:7]. The yield is 0.00700.